The task is: Predict the reaction yield, written as a fraction of the theoretical maximum amount of product (1.0 means a 100% yield; for example, 0.34 means a 34% yield).. This data is from Reaction yield outcomes from USPTO patents with 853,638 reactions. (1) The yield is 0.350. The reactants are [CH3:1][O:2][C:3]1[C:4](=[O:25])[C:5]([CH3:24])=[C:6]([CH2:12][C:13]2[CH:14]=[C:15]([CH2:19][CH2:20][C:21](O)=[O:22])[CH:16]=[CH:17][CH:18]=2)[C:7](=[O:11])[C:8]=1[O:9][CH3:10].[NH:26]1[CH2:31][CH2:30][CH2:29][CH2:28][CH2:27]1. No catalyst specified. The product is [CH3:1][O:2][C:3]1[C:4](=[O:25])[C:5]([CH3:24])=[C:6]([CH2:12][C:13]2[CH:14]=[C:15]([CH2:19][CH2:20][C:21]([N:26]3[CH2:31][CH2:30][CH2:29][CH2:28][CH2:27]3)=[O:22])[CH:16]=[CH:17][CH:18]=2)[C:7](=[O:11])[C:8]=1[O:9][CH3:10]. (2) The reactants are [O:1]1[C:5]2[CH:6]=[CH:7][C:8]([C:10]3([C:13]([NH:15][C:16]4[CH:17]=[C:18]([C:23]5[CH:28]=[CH:27][C:26]([CH2:29]O)=[CH:25][CH:24]=5)[C:19]([CH3:22])=[CH:20][CH:21]=4)=[O:14])[CH2:12][CH2:11]3)=[CH:9][C:4]=2[O:3][CH2:2]1.CS(Cl)(=O)=O.[CH:36]([N:39](CC)C(C)C)(C)C.CN.C1COCC1. The catalyst is ClCCl. The product is [O:1]1[C:5]2[CH:6]=[CH:7][C:8]([C:10]3([C:13]([NH:15][C:16]4[CH:17]=[C:18]([C:23]5[CH:28]=[CH:27][C:26]([CH2:29][NH:39][CH3:36])=[CH:25][CH:24]=5)[C:19]([CH3:22])=[CH:20][CH:21]=4)=[O:14])[CH2:12][CH2:11]3)=[CH:9][C:4]=2[O:3][CH2:2]1. The yield is 0.600. (3) The reactants are [NH2:1][C@H:2]([C:6]([OH:8])=[O:7])[CH2:3][CH2:4][OH:5].C([O-])(O)=O.[Na+].[C:14](ON1C(=O)CCC1=O)([O:16][CH2:17][CH:18]1[C:30]2[C:25](=[CH:26][CH:27]=[CH:28][CH:29]=2)[C:24]2[C:19]1=[CH:20][CH:21]=[CH:22][CH:23]=2)=[O:15].CCOCC.O. The catalyst is O.CC(C)=O. The product is [C:14]([NH:1][C@H:2]([C:6]([OH:8])=[O:7])[CH2:3][CH2:4][OH:5])([O:16][CH2:17][CH:18]1[C:19]2[C:24](=[CH:23][CH:22]=[CH:21][CH:20]=2)[C:25]2[C:30]1=[CH:29][CH:28]=[CH:27][CH:26]=2)=[O:15]. The yield is 0.880. (4) The reactants are [CH3:1][O:2][C:3](=[O:35])[C@H:4]([NH:24]C(OCC1C=CC=CC=1)=O)[CH2:5][C:6]1[CH:7]=[C:8]2[C:12](=[CH:13][CH:14]=1)[N:11]([S:15]([CH2:18][CH2:19][Si:20]([CH3:23])([CH3:22])[CH3:21])(=[O:17])=[O:16])[N:10]=[CH:9]2.[H][H]. The catalyst is [Pd].CO. The product is [CH3:1][O:2][C:3](=[O:35])[C@H:4]([NH2:24])[CH2:5][C:6]1[CH:7]=[C:8]2[C:12](=[CH:13][CH:14]=1)[N:11]([S:15]([CH2:18][CH2:19][Si:20]([CH3:23])([CH3:22])[CH3:21])(=[O:16])=[O:17])[N:10]=[CH:9]2. The yield is 0.960. (5) The reactants are P(OCCN([CH2:19][CH2:20][CH2:21][O:22][C:23]1[CH:32]=[C:31]2[C:26]([C:27]([NH:33][C:34]3[CH:38]=[C:37]([CH2:39][C:40]([NH:42][C:43]4[CH:48]=[C:47]([F:49])[CH:46]=[C:45]([F:50])[CH:44]=4)=[O:41])[NH:36][N:35]=3)=[N:28][CH:29]=[N:30]2)=[CH:25][C:24]=1[O:51][CH3:52])CC)(OC(C)(C)C)(OC(C)(C)C)=O.C(O)(=O)C.FC1C=C(C=C(F)C=1)N.[ClH:66].CN(C)CCCN=C=NCC.OC1C=CC=C[N+]=1[O-]. The catalyst is CN(C)C=O. The product is [Cl:66][CH2:19][CH2:20][CH2:21][O:22][C:23]1[CH:32]=[C:31]2[C:26]([C:27]([NH:33][C:34]3[NH:35][N:36]=[C:37]([CH2:39][C:40]([NH:42][C:43]4[CH:48]=[C:47]([F:49])[CH:46]=[C:45]([F:50])[CH:44]=4)=[O:41])[CH:38]=3)=[N:28][CH:29]=[N:30]2)=[CH:25][C:24]=1[O:51][CH3:52]. The yield is 0.490.